This data is from NCI-60 drug combinations with 297,098 pairs across 59 cell lines. The task is: Regression. Given two drug SMILES strings and cell line genomic features, predict the synergy score measuring deviation from expected non-interaction effect. (1) Drug 1: CN1C(=O)N2C=NC(=C2N=N1)C(=O)N. Drug 2: B(C(CC(C)C)NC(=O)C(CC1=CC=CC=C1)NC(=O)C2=NC=CN=C2)(O)O. Cell line: HCT116. Synergy scores: CSS=29.5, Synergy_ZIP=1.84, Synergy_Bliss=-0.403, Synergy_Loewe=-51.9, Synergy_HSA=-1.57. (2) Drug 1: CC(C1=C(C=CC(=C1Cl)F)Cl)OC2=C(N=CC(=C2)C3=CN(N=C3)C4CCNCC4)N. Drug 2: C1=C(C(=O)NC(=O)N1)F. Cell line: BT-549. Synergy scores: CSS=28.6, Synergy_ZIP=2.02, Synergy_Bliss=0.432, Synergy_Loewe=-2.95, Synergy_HSA=-2.75.